Task: Predict the product of the given reaction.. Dataset: Forward reaction prediction with 1.9M reactions from USPTO patents (1976-2016) Given the reactants [OH:1][C:2]1[CH:11]=[C:10]2[C:5]([C:6]([O:12][C:13]3[CH:18]=[CH:17][C:16]([NH:19][C:20]([NH:22][CH2:23][CH2:24][CH3:25])=[O:21])=[C:15]([O:26][CH3:27])[CH:14]=3)=[CH:7][CH:8]=[N:9]2)=[CH:4][C:3]=1[O:28][CH3:29].C(=O)([O-])[O-].[K+].[K+].Cl.Cl[CH2:38][C:39]1[CH:44]=[CH:43][N:42]=[CH:41][CH:40]=1.O, predict the reaction product. The product is: [CH3:27][O:26][C:15]1[CH:14]=[C:13]([O:12][C:6]2[C:5]3[C:10](=[CH:11][C:2]([O:1][CH2:38][C:39]4[CH:44]=[CH:43][N:42]=[CH:41][CH:40]=4)=[C:3]([O:28][CH3:29])[CH:4]=3)[N:9]=[CH:8][CH:7]=2)[CH:18]=[CH:17][C:16]=1[NH:19][C:20]([NH:22][CH2:23][CH2:24][CH3:25])=[O:21].